This data is from Catalyst prediction with 721,799 reactions and 888 catalyst types from USPTO. The task is: Predict which catalyst facilitates the given reaction. Reactant: N1[CH2:8][CH2:7][CH2:6][C@H:2]1[C:3](N)=[O:4].[C:9]1([Se:15]N2C(=O)C3=CC=CC=C3C2=O)[CH:14]=[CH:13][CH:12]=[CH:11][CH:10]=1. Product: [C:7]1([CH2:6][CH:2]([Se:15][C:9]2[CH:14]=[CH:13][CH:12]=[CH:11][CH:10]=2)[CH:3]=[O:4])[CH:8]=[CH:7][CH:6]=[CH:2][CH:3]=1. The catalyst class is: 2.